This data is from Catalyst prediction with 721,799 reactions and 888 catalyst types from USPTO. The task is: Predict which catalyst facilitates the given reaction. (1) Reactant: [NH:1]1[CH:5]=[CH:4][CH:3]=[C:2]1[C:6]([O:8][CH3:9])=[O:7].[H-].[Na+].Cl[C:13]1[C:22]([N+:23]([O-:25])=[O:24])=[CH:21][C:16]([C:17]([O:19][CH3:20])=[O:18])=[CH:15][N:14]=1.S(Cl)(Cl)=O. Product: [CH3:9][O:8][C:6]([C:2]1[N:1]([C:13]2[C:22]([N+:23]([O-:25])=[O:24])=[CH:21][C:16]([C:17]([O:19][CH3:20])=[O:18])=[CH:15][N:14]=2)[CH:5]=[CH:4][CH:3]=1)=[O:7]. The catalyst class is: 376. (2) Reactant: [CH3:1][O:2][CH2:3][CH2:4][CH2:5][NH2:6].[C:7]([N:14]1[CH:18]=[CH:17]N=[CH:15]1)(N1C=CN=C1)=[O:8].[O:19]1[CH2:24][CH2:23][CH2:22][CH2:21][CH:20]1[O:25][NH:26][C:27]([C:29]1[CH:30]=[C:31]2[C:36](=[CH:37][CH:38]=1)CNCC2)=[O:28].O. Product: [CH3:1][O:2][CH2:3][CH2:4][CH2:5][NH:6][C:7]([N:14]1[CH2:15][CH2:36][C:37]2[C:17](=[CH:31][CH:30]=[C:29]([C:27]([NH:26][O:25][CH:20]3[CH2:21][CH2:22][CH2:23][CH2:24][O:19]3)=[O:28])[CH:38]=2)[CH2:18]1)=[O:8]. The catalyst class is: 239. (3) Reactant: [O:1]1[CH2:6][CH2:5][CH:4]([C:7]([OH:9])=[O:8])[NH:3][CH2:2]1.[N:10]([O-])=[O:11].[Na+]. Product: [N:10]([N:3]1[CH:4]([C:7]([OH:9])=[O:8])[CH2:5][CH2:6][O:1][CH2:2]1)=[O:11]. The catalyst class is: 33. (4) Reactant: [Br:1][C:2]1[CH:7]=[CH:6][C:5]([CH2:8][C:9]#[N:10])=[CH:4][CH:3]=1.[CH3:11][Si]([N-][Si](C)(C)C)(C)C.[Na+].CI. Product: [Br:1][C:2]1[CH:7]=[CH:6][C:5]([CH:8]([CH3:11])[C:9]#[N:10])=[CH:4][CH:3]=1. The catalyst class is: 7. (5) Reactant: [O:1]=[C:2]1[C:7]([CH2:8][C:9]2[CH:14]=[CH:13][C:12]([C:15]3[C:16]([C:21]#[N:22])=[CH:17][CH:18]=[CH:19][CH:20]=3)=[CH:11][CH:10]=2)=[C:6]([CH2:23][CH2:24][CH3:25])[N:5]2[N:26]=[CH:27][N:28]=[C:4]2[NH:3]1.[F:29][C:30]1[CH:31]=[C:32](B(O)O)[CH:33]=[CH:34][C:35]=1[O:36][CH3:37].C(N(CC)CC)C.N1C=CC=CC=1. Product: [F:29][C:30]1[CH:31]=[C:32]([N:3]2[C:2](=[O:1])[C:7]([CH2:8][C:9]3[CH:10]=[CH:11][C:12]([C:15]4[C:16]([C:21]#[N:22])=[CH:17][CH:18]=[CH:19][CH:20]=4)=[CH:13][CH:14]=3)=[C:6]([CH2:23][CH2:24][CH3:25])[N:5]3[N:26]=[CH:27][N:28]=[C:4]23)[CH:33]=[CH:34][C:35]=1[O:36][CH3:37]. The catalyst class is: 560. (6) Reactant: [BH4-].[Li+].[F:3][C:4]1[CH:5]=[C:6]([C@@H:11]([CH:29]2[CH2:34][CH2:33][N:32]([S:35]([CH3:38])(=[O:37])=[O:36])[CH2:31][CH2:30]2)[CH2:12][C:13](N2[C@H](C3C=CC=CC=3)[C@H](C)N(C)C2=O)=[O:14])[CH:7]=[C:8]([F:10])[CH:9]=1.C(O)C.Cl. Product: [F:3][C:4]1[CH:5]=[C:6]([C@@H:11]([CH:29]2[CH2:30][CH2:31][N:32]([S:35]([CH3:38])(=[O:37])=[O:36])[CH2:33][CH2:34]2)[CH2:12][CH2:13][OH:14])[CH:7]=[C:8]([F:10])[CH:9]=1. The catalyst class is: 1. (7) Reactant: [O:1]1[CH2:6][CH2:5][N:4]([C:7]2[C:8]3[N:9]([C:13]([C:28]4[CH:29]=[CH:30][C:31]([C:34](O)=[O:35])=[N:32][CH:33]=4)=[C:14]([C:16]#[C:17][C:18]4[CH:27]=[CH:26][C:25]5[C:20](=[CH:21][CH:22]=[CH:23][CH:24]=5)[N:19]=4)[N:15]=3)[N:10]=[CH:11][CH:12]=2)[CH2:3][CH2:2]1.[CH3:37][S:38]([NH2:41])(=[O:40])=[O:39].C1(N=C=NC2CCCCC2)CCCCC1. Product: [CH3:37][S:38]([NH:41][C:34](=[O:35])[C:31]1[CH:30]=[CH:29][C:28]([C:13]2[N:9]3[N:10]=[CH:11][CH:12]=[C:7]([N:4]4[CH2:5][CH2:6][O:1][CH2:2][CH2:3]4)[C:8]3=[N:15][C:14]=2[C:16]#[C:17][C:18]2[CH:27]=[CH:26][C:25]3[C:20](=[CH:21][CH:22]=[CH:23][CH:24]=3)[N:19]=2)=[CH:33][N:32]=1)(=[O:40])=[O:39]. The catalyst class is: 143. (8) Reactant: [C:1]([C:4]1[C:22](=[O:23])[C@@:8]2([CH3:24])[C:9]3[C:15]([OH:16])=[CH:14][C:13]([O:17][CH3:18])=[C:12]([C:19]([NH2:21])=[O:20])[C:10]=3[O:11][C:7]2=[CH:6][C:5]=1[OH:25])(=[O:3])[CH3:2].[CH3:26][C:27]1[C:34]([CH3:35])=[C:33]([CH2:36][O:37][C:38]2[CH:43]=[CH:42][CH:41]=[CH:40][CH:39]=2)[CH:32]=[C:31]([CH3:44])[C:28]=1[CH:29]=O.C([SiH](CC)CC)C.FC(F)(F)C(O)=O. Product: [C:1]([C:4]1[C:22](=[O:23])[C@@:8]2([CH3:24])[C:9]3[C:15]([OH:16])=[CH:14][C:13]([O:17][CH3:18])=[C:12]([C:19]([NH:21][CH2:29][C:28]4[C:31]([CH3:44])=[CH:32][C:33]([CH2:36][O:37][C:38]5[CH:43]=[CH:42][CH:41]=[CH:40][CH:39]=5)=[C:34]([CH3:35])[C:27]=4[CH3:26])=[O:20])[C:10]=3[O:11][C:7]2=[CH:6][C:5]=1[OH:25])(=[O:3])[CH3:2]. The catalyst class is: 10. (9) Reactant: [OH:1][CH2:2][C:3]([O:5][CH3:6])=[O:4].[H-].[Na+].F[C:10]1[N:20]=[CH:19][CH:18]=[C:17]([CH:21]=[CH2:22])[C:11]=1[C:12]([O:14][CH2:15][CH3:16])=[O:13].O. Product: [CH3:6][O:5][C:3](=[O:4])[CH2:2][O:1][C:10]1[N:20]=[CH:19][CH:18]=[C:17]([CH:21]=[CH2:22])[C:11]=1[C:12]([O:14][CH2:15][CH3:16])=[O:13]. The catalyst class is: 56.